Dataset: Peptide-MHC class II binding affinity with 134,281 pairs from IEDB. Task: Regression. Given a peptide amino acid sequence and an MHC pseudo amino acid sequence, predict their binding affinity value. This is MHC class II binding data. (1) The binding affinity (normalized) is 0.410. The peptide sequence is FLAMITYITRNQPEW. The MHC is DRB1_0701 with pseudo-sequence DRB1_0701. (2) The peptide sequence is KKSAHGSPTFWMGSH. The MHC is DRB1_0404 with pseudo-sequence DRB1_0404. The binding affinity (normalized) is 0.561. (3) The peptide sequence is DSNIMNSINNVMDEIDFFEK. The MHC is HLA-DQA10301-DQB10301 with pseudo-sequence HLA-DQA10301-DQB10301. The binding affinity (normalized) is 0. (4) The peptide sequence is EKKWFAATQFEPLAA. The MHC is DRB1_1602 with pseudo-sequence DRB1_1602. The binding affinity (normalized) is 0.440. (5) The peptide sequence is LAAIIFLFGPPTALRS. The MHC is DRB1_0405 with pseudo-sequence DRB1_0405. The binding affinity (normalized) is 0.186. (6) The peptide sequence is YLTFLPSADEIYDCKV. The MHC is HLA-DQA10401-DQB10402 with pseudo-sequence HLA-DQA10401-DQB10402. The binding affinity (normalized) is 0.431. (7) The peptide sequence is NIWADDLAASLSTLE. The MHC is DRB1_1101 with pseudo-sequence DRB1_1101. The binding affinity (normalized) is 0.229.